This data is from Full USPTO retrosynthesis dataset with 1.9M reactions from patents (1976-2016). The task is: Predict the reactants needed to synthesize the given product. (1) Given the product [CH3:12][C:11]1[NH:10][N:9]=[CH:8][C:7]=1[C:5]1[S:4][C:3]2[C:13](=[O:14])[NH:15][C:25]3([CH2:24][CH2:23][N:22]([C:17]4[CH:18]=[CH:19][CH:20]=[CH:21][N:16]=4)[CH2:27][CH2:26]3)[NH:1][C:2]=2[CH:6]=1, predict the reactants needed to synthesize it. The reactants are: [NH2:1][C:2]1[CH:6]=[C:5]([C:7]2[CH:8]=[N:9][NH:10][C:11]=2[CH3:12])[S:4][C:3]=1[C:13]([NH2:15])=[O:14].[N:16]1[CH:21]=[CH:20][CH:19]=[CH:18][C:17]=1[N:22]1[CH2:27][CH2:26][C:25](=O)[CH2:24][CH2:23]1.CC1(C)C2(CS(O)(=O)=O)C(CC1CC2)=O.[O-]S([O-])(=O)=O.[Mg+2].C([O-])(O)=O.[Na+]. (2) The reactants are: [F:1][C:2]1[CH:7]=[CH:6][CH:5]=[CH:4][C:3]=1[N:8]1[C:12]([S:13]([C:16]2[CH:17]=[N:18][C:19]([O:22][CH3:23])=[CH:20][CH:21]=2)(=[O:15])=[O:14])=[CH:11][C:10]([CH2:24][N:25](C)[C:26](=O)OC(C)(C)C)=[N:9]1.C(OCC)(=O)C.[ClH:40]. Given the product [ClH:40].[F:1][C:2]1[CH:7]=[CH:6][CH:5]=[CH:4][C:3]=1[N:8]1[C:12]([S:13]([C:16]2[CH:17]=[N:18][C:19]([O:22][CH3:23])=[CH:20][CH:21]=2)(=[O:15])=[O:14])=[CH:11][C:10]([CH2:24][NH:25][CH3:26])=[N:9]1, predict the reactants needed to synthesize it. (3) Given the product [CH:13]1([C@H:17]([NH:19][C:20]2[N:28]=[C:27]([C:29]3[NH:32][C:6](=[O:7])[O:31][N:30]=3)[N:26]=[C:25]3[C:21]=2[N:22]([CH2:33][C@H:34]2[CH2:39][CH2:38][C@H:37]([CH3:40])[CH2:36][CH2:35]2)[CH:23]=[N:24]3)[CH3:18])[CH2:16][CH2:15][CH2:14]1, predict the reactants needed to synthesize it. The reactants are: C1N=CN([C:6](N2C=NC=C2)=[O:7])C=1.[CH:13]1([C@H:17]([NH:19][C:20]2[N:28]=[C:27]([C:29](=[NH:32])[NH:30][OH:31])[N:26]=[C:25]3[C:21]=2[N:22]([CH2:33][C@H:34]2[CH2:39][CH2:38][C@H:37]([CH3:40])[CH2:36][CH2:35]2)[CH:23]=[N:24]3)[CH3:18])[CH2:16][CH2:15][CH2:14]1. (4) The reactants are: [O:1]1[CH:5]=[CH:4][CH:3]=[C:2]1[C:6]1[O:7][C:8]([CH3:37])=[C:9]([CH2:11][O:12][C:13]2[CH:34]=[CH:33][C:16]([CH2:17][O:18][C:19]3[C:23]([C:24]([OH:26])=O)=[CH:22][N:21]([C:27]4[CH:32]=[CH:31][CH:30]=[CH:29][CH:28]=4)[N:20]=3)=[CH:15][C:14]=2[O:35][CH3:36])[N:10]=1.Cl.C([N:41]=C=NCCCN(C)C)C.CN(C)C=O. Given the product [O:1]1[CH:5]=[CH:4][CH:3]=[C:2]1[C:6]1[O:7][C:8]([CH3:37])=[C:9]([CH2:11][O:12][C:13]2[CH:34]=[CH:33][C:16]([CH2:17][O:18][C:19]3[C:23]([C:24]([NH2:41])=[O:26])=[CH:22][N:21]([C:27]4[CH:28]=[CH:29][CH:30]=[CH:31][CH:32]=4)[N:20]=3)=[CH:15][C:14]=2[O:35][CH3:36])[N:10]=1, predict the reactants needed to synthesize it.